Dataset: Experimentally validated miRNA-target interactions with 360,000+ pairs, plus equal number of negative samples. Task: Binary Classification. Given a miRNA mature sequence and a target amino acid sequence, predict their likelihood of interaction. (1) The miRNA is hsa-miR-4261 with sequence AGGAAACAGGGACCCA. The protein sequence of the target gene is MPVRRGHVAPQNTYLDTIIRKFEGQSRKFLIANAQMENCAIIYCNDGFCELFGYSRVEVMQQPCTCDFLTGPNTPSSAVSRLAQALLGAEECKVDILYYRKDASSFRCLVDVVPVKNEDGAVIMFILNFEDLAQLLAKCSSRSLSQRLLSQSFLGSEGSHGRPGGPGPGTGRGKYRTISQIPQFTLNFVEFNLEKHRSSSTTEIEIIAPHKVVERTQNVTEKVTQVLSLGADVLPEYKLQAPRIHRWTILHYSPFKAVWDWLILLLVIYTAVFTPYSAAFLLSDQDESRRGACSYTCSPL.... Result: 0 (no interaction). (2) The miRNA is hsa-miR-6730-3p with sequence CCUGACACCCCAUCUGCCCUCA. The protein sequence of the target gene is MPRGDSEQVRYCARFSYLWLKFSLIIYSTVFWLIGGLVLSVGIYAEAERQKYKTLESAFLAPAIILILLGVVMFIVSFIGVLASLRDNLCLLQSFMYILGICLVMELIGGIVALIFRNQTIDFLNDNIRRGIENYYDDLDFKNIMDFVQKKFKCCGGEDYRDWSKNQYHDCSAPGPLACGVPYTCCIRNTTDVVNTMCGYKTIDKERLNAQNIIHVRGCTNAVLIWFMDNYTIMAGLLLGILLPQFLGVLLTLLYITRVEDIILEHSVTDGLLGPGAKSRTDTAGTGCCLCYPD. Result: 0 (no interaction). (3) The miRNA is hsa-miR-4523 with sequence GACCGAGAGGGCCUCGGCUGU. The protein sequence of the target gene is MVLSVPVIALGATLGTATSILALCGVTCLCRHMHPKKGLLPRDQDPDLEKAKPSLLGSAQQFNVKKSTEPVQPRALLKFPDIYGPRPAVTAPEVINYADYSLRSTEEPTAPASPQPPNDSRLKRQVTEELFILPQNGVVEDVCVMETWNPEKAASWNQAPKLHYCLDYDCQKAELFVTRLEAVTSNHDGGCDCYVQGSVANRTGSVEAQTALKKRQLHTTWEEGLVLPLAEEELPTATLTLTLRTCDRFSRHSVAGELRLGLDGTSVPLGAAQWGELKTSAKEPSAGAGEVLLSISYLPA.... Result: 0 (no interaction). (4) The miRNA is hsa-miR-8069 with sequence GGAUGGUUGGGGGCGGUCGGCGU. The protein sequence of the target gene is MLRVRCLRGGSRGAEAVHYIGSRLGRTLTGWVQRTFQSTQAATASSRNSCAADDKATEPLPKDCPVSSYNEWDPLEEVIVGRAENACVPPFTIEVKANTYEKYWPFYQKQGGHYFPKDHLKKAVAEIEEMCNILKTEGVTVRRPDPIDWSLKYKTPDFESTGLYSAMPRDILIVVGNEIIEAPMAWRSRFFEYRAYRSIIKDYFHRGAKWTTAPKPTMADELYNQDYPIHSVEDRHKLAAQGKFVTTEFEPCFDAADFIRAGRDIFAQRSQVTNYLGIEWMRRHLAPDYRVHIISFKDPN.... Result: 1 (interaction). (5) The protein sequence of the target gene is MDMNSFSPMMPTSPLSMINQIKFEDEPDLKDLFITVDEPESHVTTIETFITYRIITKTSRGEFDSSEFEVRRRYQDFLWLKGKLEEAHPTLIIPPLPEKFIVKGMVERFNDDFIETRRKALHKFLNRIADHPTLTFNEDFKIFLTAQAWELSSHKKQGPGLLSRMGQTVRAVASSMRGVKNRPEEFMEMNNFIELFSQKINLIDKISQRIYKEEREYFDEMKEYGPIHILWSASEEDLVDTLKDVASCIDRCCKATEKRMSGLSEALLPVVHEYVLYSEMLMGVMKRRDQIQAELDSKVE.... Result: 0 (no interaction). The miRNA is hsa-miR-665 with sequence ACCAGGAGGCUGAGGCCCCU.